From a dataset of Reaction yield outcomes from USPTO patents with 853,638 reactions. Predict the reaction yield, written as a fraction of the theoretical maximum amount of product (1.0 means a 100% yield; for example, 0.34 means a 34% yield). (1) The reactants are C([O:4][C@@H:5]1[C@@H:10]([CH3:11])[CH2:9][C@@H:8]([C:12]2[CH:17]=[CH:16][N:15]=[CH:14][C:13]=2[NH2:18])[CH2:7][C@H:6]1[NH:19][C:20]([O:22][C:23]([CH3:26])([CH3:25])[CH3:24])=[O:21])(=O)C.[F:27][C:28]1[CH:33]=[CH:32][CH:31]=[C:30]([F:34])[C:29]=1[C:35]1[N:40]=[C:39]([C:41](O)=[O:42])[CH:38]=[CH:37][C:36]=1[F:44].C(Cl)CCl.C([O-])([O-])=O.[Cs+].[Cs+]. The catalyst is CN(C=O)C.C(O)C.CCOC(C)=O.CCO. The product is [F:27][C:28]1[CH:33]=[CH:32][CH:31]=[C:30]([F:34])[C:29]=1[C:35]1[N:40]=[C:39]([C:41]([NH:18][C:13]2[CH:14]=[N:15][CH:16]=[CH:17][C:12]=2[C@H:8]2[CH2:7][C@@H:6]([NH:19][C:20](=[O:21])[O:22][C:23]([CH3:26])([CH3:25])[CH3:24])[C@H:5]([OH:4])[C@@H:10]([CH3:11])[CH2:9]2)=[O:42])[CH:38]=[CH:37][C:36]=1[F:44]. The yield is 0.990. (2) The reactants are Br[CH2:2][C:3]([C@H:5]1[CH2:10][CH2:9][C@H:8]([CH2:11][N:12]2[C:16]3[CH:17]=[C:18]([O:21][CH3:22])[CH:19]=[CH:20][C:15]=3[N:14]([CH3:23])[C:13]2=[O:24])[CH2:7][CH2:6]1)=O.[C:25]([NH:28][C:29]([NH2:31])=[NH:30])(=[O:27])[CH3:26]. The catalyst is CN(C=O)C. The product is [CH3:22][O:21][C:18]1[CH:19]=[CH:20][C:15]2[N:14]([CH3:23])[C:13](=[O:24])[N:12]([CH2:11][C@H:8]3[CH2:7][CH2:6][C@H:5]([C:3]4[N:30]=[C:29]([NH:28][C:25](=[O:27])[CH3:26])[NH:31][CH:2]=4)[CH2:10][CH2:9]3)[C:16]=2[CH:17]=1. The yield is 0.310. (3) The yield is 0.830. The reactants are [OH:1][CH2:2][CH2:3][N:4]1[C:13](=[O:14])[C:12]2[C:7](=[CH:8][CH:9]=[CH:10][CH:11]=2)[N:6]([CH3:15])[C:5]1=[O:16].CC(OI1(OC(C)=O)(OC(C)=O)OC(=O)C2C=CC=CC1=2)=O.N#N. The product is [CH3:15][N:6]1[C:7]2[C:12](=[CH:11][CH:10]=[CH:9][CH:8]=2)[C:13](=[O:14])[N:4]([CH2:3][CH:2]=[O:1])[C:5]1=[O:16]. The catalyst is C(Cl)Cl.